From a dataset of Full USPTO retrosynthesis dataset with 1.9M reactions from patents (1976-2016). Predict the reactants needed to synthesize the given product. Given the product [C:1]([O:5][C:6](=[O:36])[NH:7][C:8]1([C:12]2[CH:17]=[CH:16][C:15]([C:18]3[C:27](=[O:28])[C:26]4[C:21](=[CH:22][C:23]([O:40][CH3:39])=[CH:24][CH:25]=4)[O:20][C:19]=3[C:30]3[CH:35]=[CH:34][CH:33]=[CH:32][CH:31]=3)=[CH:14][CH:13]=2)[CH2:11][CH2:10][CH2:9]1)([CH3:4])([CH3:3])[CH3:2], predict the reactants needed to synthesize it. The reactants are: [C:1]([O:5][C:6](=[O:36])[NH:7][C:8]1([C:12]2[CH:17]=[CH:16][C:15]([C:18]3[C:27](=[O:28])[C:26]4[C:21](=[CH:22][CH:23]=[C:24](F)[CH:25]=4)[O:20][C:19]=3[C:30]3[CH:35]=[CH:34][CH:33]=[CH:32][CH:31]=3)=[CH:14][CH:13]=2)[CH2:11][CH2:10][CH2:9]1)([CH3:4])([CH3:3])[CH3:2].IC1C(=O)C2C(=CC(OC)=CC=2)[O:40][C:39]=1C1C=CC=CC=1.